This data is from KCNQ2 potassium channel screen with 302,405 compounds. The task is: Binary Classification. Given a drug SMILES string, predict its activity (active/inactive) in a high-throughput screening assay against a specified biological target. (1) The drug is o1nc(nc1CCC(=O)NCCc1cc(ccc1)C)c1ccc(OC)cc1. The result is 0 (inactive). (2) The drug is O=C(Nc1c2c3c(CCc3ccc2)cc1)c1c(OC)cccc1. The result is 0 (inactive). (3) The compound is S(=O)(=O)(Nc1c(F)cccc1)c1ccc(C(=O)N(CC(=O)Nc2ccc(OC)cc2)C)cc1. The result is 0 (inactive). (4) The drug is Fc1ccc(cc1)C(O\N=C(/N)c1nonc1N)=O. The result is 0 (inactive). (5) The molecule is S(c1n2c3c(c(=O)n(N)c2nn1)cccc3)CCC. The result is 0 (inactive). (6) The molecule is S(CC(=O)N1CCc2c1cccc2)c1nc(N)c(cn1)C(OCC)=O. The result is 0 (inactive).